From a dataset of Full USPTO retrosynthesis dataset with 1.9M reactions from patents (1976-2016). Predict the reactants needed to synthesize the given product. (1) Given the product [C:1]([O:5][C:6](=[O:17])[C:7]1[CH:8]=[C:9]([CH:30]=[CH2:31])[N:10]=[C:11]([N:13]([CH3:15])[CH3:14])[CH:12]=1)([CH3:4])([CH3:3])[CH3:2], predict the reactants needed to synthesize it. The reactants are: [C:1]([O:5][C:6](=[O:17])[C:7]1[CH:12]=[C:11]([N:13]([CH3:15])[CH3:14])[N:10]=[C:9](Cl)[CH:8]=1)([CH3:4])([CH3:3])[CH3:2].C([O-])([O-])=O.[Cs+].[Cs+].B1(C=C)OB([CH:30]=[CH2:31])OB(C=C)O1.C1C=CN=CC=1. (2) The reactants are: [ClH:1].[CH2:2]1[CH2:6][O:5][C:4]2[CH:7]=[CH:8][C:9]3[CH2:10][CH2:11]/[C:12](=[CH:14]\[CH2:15][NH2:16])/[C:13]=3[C:3]1=2.[OH-].[Na+]. Given the product [ClH:1].[CH2:2]1[CH2:6][O:5][C:4]2[CH:7]=[CH:8][C:9]3[CH2:10][CH2:11][C@@H:12]([CH2:14][CH2:15][NH2:16])[C:13]=3[C:3]1=2, predict the reactants needed to synthesize it. (3) Given the product [CH3:1][NH:2][C:3]([C:5]1[C:9]2[C:10]([CH3:22])([CH3:21])[CH2:11][C:12]3[CH:13]=[N:14][C:15]([I:24])=[N:16][C:17]=3[C:8]=2[N:7]([CH3:23])[N:6]=1)=[O:4], predict the reactants needed to synthesize it. The reactants are: [CH3:1][NH:2][C:3]([C:5]1[C:9]2[C:10]([CH3:22])([CH3:21])[CH:11](CC)[C:12]3[CH:13]=[N:14][C:15](N)=[N:16][C:17]=3[C:8]=2[N:7]([CH3:23])[N:6]=1)=[O:4].[I-:24].II.N(OCCC(C)C)=O. (4) Given the product [NH2:14][C:7]1[C:8]([O:12][CH3:13])=[C:9]([NH:11][S:27]([CH:21]2[CH2:26][CH2:25][CH2:24][CH2:23][CH2:22]2)(=[O:29])=[O:28])[CH:10]=[C:5]([C:1]([CH3:4])([CH3:2])[CH3:3])[CH:6]=1, predict the reactants needed to synthesize it. The reactants are: [C:1]([C:5]1[CH:6]=[C:7]([NH2:14])[C:8]([O:12][CH3:13])=[C:9]([NH2:11])[CH:10]=1)([CH3:4])([CH3:3])[CH3:2].N1C=CC=CC=1.[CH:21]1([S:27](Cl)(=[O:29])=[O:28])[CH2:26][CH2:25][CH2:24][CH2:23][CH2:22]1.